Task: Predict the reaction yield, written as a fraction of the theoretical maximum amount of product (1.0 means a 100% yield; for example, 0.34 means a 34% yield).. Dataset: Reaction yield outcomes from USPTO patents with 853,638 reactions (1) The reactants are Br[C:2]1[CH:7]=[CH:6][C:5]([C:8]2[N:13]=[C:12]([C:14]3[CH:19]=[CH:18][CH:17]=[CH:16][CH:15]=3)[N:11]=[C:10]([C:20]3[CH:25]=[CH:24][CH:23]=[CH:22][CH:21]=3)[N:9]=2)=[CH:4][CH:3]=1.[C:26]1([C:32]2[C:33]3[C:38]([C:39]([C:49]4[CH:54]=[CH:53][CH:52]=[CH:51][CH:50]=4)=[C:40]4[C:45]=2[CH:44]=[C:43](B(O)O)[CH:42]=[CH:41]4)=[CH:37][CH:36]=[CH:35][CH:34]=3)[CH:31]=[CH:30][CH:29]=[CH:28][CH:27]=1.C(=O)([O-])[O-].[Na+].[Na+]. The catalyst is COCCOC.C1C=CC([P]([Pd]([P](C2C=CC=CC=2)(C2C=CC=CC=2)C2C=CC=CC=2)([P](C2C=CC=CC=2)(C2C=CC=CC=2)C2C=CC=CC=2)[P](C2C=CC=CC=2)(C2C=CC=CC=2)C2C=CC=CC=2)(C2C=CC=CC=2)C2C=CC=CC=2)=CC=1. The product is [C:26]1([C:32]2[C:33]3[C:38]([C:39]([C:49]4[CH:54]=[CH:53][CH:52]=[CH:51][CH:50]=4)=[C:40]4[C:45]=2[CH:44]=[C:43]([C:17]2[CH:16]=[CH:15][C:14]([C:12]5[N:13]=[C:8]([C:5]6[CH:6]=[CH:7][CH:2]=[CH:3][CH:4]=6)[N:9]=[C:10]([C:20]6[CH:25]=[CH:24][CH:23]=[CH:22][CH:21]=6)[N:11]=5)=[CH:19][CH:18]=2)[CH:42]=[CH:41]4)=[CH:37][CH:36]=[CH:35][CH:34]=3)[CH:31]=[CH:30][CH:29]=[CH:28][CH:27]=1. The yield is 0.800. (2) The reactants are [OH:1][CH:2]([C:6]1[CH:11]=[CH:10][C:9]([C:12]2[N:16]=[C:15]([C:17]3[C:21]([C:22]([F:25])([F:24])[F:23])=[C:20]([C:26]4[CH:31]=[CH:30][CH:29]=[CH:28][CH:27]=4)[O:19][N:18]=3)[O:14][N:13]=2)=[CH:8][CH:7]=1)[C:3]([OH:5])=O.[NH2:32][CH2:33][C:34]([NH2:36])=[O:35].CN(C(ON1N=NC2C=CC=NC1=2)=[N+](C)C)C.F[P-](F)(F)(F)(F)F.CN1CCOCC1. The catalyst is CN(C=O)C. The product is [NH2:36][C:34](=[O:35])[CH2:33][NH:32][C:3](=[O:5])[CH:2]([OH:1])[C:6]1[CH:7]=[CH:8][C:9]([C:12]2[N:16]=[C:15]([C:17]3[C:21]([C:22]([F:24])([F:25])[F:23])=[C:20]([C:26]4[CH:31]=[CH:30][CH:29]=[CH:28][CH:27]=4)[O:19][N:18]=3)[O:14][N:13]=2)=[CH:10][CH:11]=1. The yield is 0.422. (3) The reactants are [O:1]([C:8]1[CH:14]=[CH:13][C:11]([NH2:12])=[CH:10][CH:9]=1)[C:2]1[CH:7]=[CH:6][CH:5]=[CH:4][CH:3]=1.C(N(CC)CC)C.[Cl:22][CH2:23][C:24](Cl)=[O:25]. The catalyst is ClCCl. The product is [Cl:22][CH2:23][C:24]([NH:12][C:11]1[CH:10]=[CH:9][C:8]([O:1][C:2]2[CH:3]=[CH:4][CH:5]=[CH:6][CH:7]=2)=[CH:14][CH:13]=1)=[O:25]. The yield is 0.950.